From a dataset of Forward reaction prediction with 1.9M reactions from USPTO patents (1976-2016). Predict the product of the given reaction. (1) Given the reactants Cl[C:2]1[CH:7]=[CH:6][C:5]([C:8]([F:11])([F:10])[F:9])=[CH:4][CH:3]=1.[NH:12]1[CH2:17][CH2:16][CH2:15][CH2:14][CH2:13]1.CC([O-])(C)C.[Na+], predict the reaction product. The product is: [N:12]1([C:2]2[CH:7]=[CH:6][C:5]([C:8]([F:11])([F:10])[F:9])=[CH:4][CH:3]=2)[CH2:17][CH2:16][CH2:15][CH2:14][CH2:13]1. (2) The product is: [C:1](/[C:9](=[CH:16]/[O:15][CH2:13][CH3:14])/[C:10]([O:12][CH2:23][CH3:24])=[O:11])(=[O:8])[C:2]1[CH:7]=[CH:6][CH:5]=[CH:4][CH:3]=1. Given the reactants [C:1]([CH2:9][C:10]([O-:12])=[O:11])(=[O:8])[C:2]1[CH:7]=[CH:6][CH:5]=[CH:4][CH:3]=1.[CH2:13]([O:15][CH:16](OCC)OCC)[CH3:14].[C:23](OC(=O)C)(=O)[CH3:24], predict the reaction product. (3) Given the reactants F[C:2]1[C:7]([C:8]2[N:13]=[CH:12][N:11]=[C:10]3[N:14]([CH:17]4[CH2:22][CH2:21][CH2:20][CH2:19][O:18]4)[N:15]=[CH:16][C:9]=23)=[CH:6][CH:5]=[CH:4][N:3]=1.[NH2:23][C:24]1[C:25]([F:38])=[C:26]([NH:31][S:32]([CH2:35][CH2:36][CH3:37])(=[O:34])=[O:33])[CH:27]=[CH:28][C:29]=1[F:30], predict the reaction product. The product is: [F:38][C:25]1[C:24]([NH:23][C:2]2[C:7]([C:8]3[N:13]=[CH:12][N:11]=[C:10]4[N:14]([CH:17]5[CH2:22][CH2:21][CH2:20][CH2:19][O:18]5)[N:15]=[CH:16][C:9]=34)=[CH:6][CH:5]=[CH:4][N:3]=2)=[C:29]([F:30])[CH:28]=[CH:27][C:26]=1[NH:31][S:32]([CH2:35][CH2:36][CH3:37])(=[O:34])=[O:33]. (4) Given the reactants [ClH:1].[C:2]([NH:5][C:6]1[CH:11]=[CH:10][C:9]([C:12]2[CH:17]=[CH:16][C:15]([CH2:18][C@H:19]([NH:34][C:35]([C@H:37]3[CH2:42][CH2:41][C@H:40]([CH2:43][NH:44]C(=O)OC(C)(C)C)[CH2:39][CH2:38]3)=[O:36])[C:20](=[O:33])[NH:21][C:22]3[CH:27]=[CH:26][C:25]([C:28]4[N:29]=[N:30][NH:31][N:32]=4)=[CH:24][CH:23]=3)=[CH:14][CH:13]=2)=[CH:8][C:7]=1[F:52])(=[O:4])[CH3:3].C(#N)C, predict the reaction product. The product is: [ClH:1].[C:2]([NH:5][C:6]1[CH:11]=[CH:10][C:9]([C:12]2[CH:13]=[CH:14][C:15]([CH2:18][C@H:19]([NH:34][C:35]([C@H:37]3[CH2:38][CH2:39][C@H:40]([CH2:43][NH2:44])[CH2:41][CH2:42]3)=[O:36])[C:20](=[O:33])[NH:21][C:22]3[CH:27]=[CH:26][C:25]([C:28]4[N:29]=[N:30][NH:31][N:32]=4)=[CH:24][CH:23]=3)=[CH:16][CH:17]=2)=[CH:8][C:7]=1[F:52])(=[O:4])[CH3:3]. (5) The product is: [ClH:1].[ClH:1].[O:30]1[C:31]2[C:23]([NH:22][C:2]3[C:11]4[C:6](=[CH:7][C:8]([O:20][CH3:21])=[CH:9][C:10]=4[O:12][CH:13]4[CH2:18][CH2:17][N:16]([CH3:19])[CH2:15][CH2:14]4)[N:5]=[CH:4][N:3]=3)=[CH:24][CH:25]=[CH:26][C:27]=2[CH:28]=[CH:29]1. Given the reactants [Cl:1][C:2]1[C:11]2[C:6](=[CH:7][C:8]([O:20][CH3:21])=[CH:9][C:10]=2[O:12][CH:13]2[CH2:18][CH2:17][N:16]([CH3:19])[CH2:15][CH2:14]2)[N:5]=[CH:4][N:3]=1.[NH2:22][C:23]1[C:31]2[O:30][CH:29]=[CH:28][C:27]=2[CH:26]=[CH:25][CH:24]=1, predict the reaction product. (6) Given the reactants [NH2:1][C:2]1[CH:7]=[CH:6][C:5]([C:8]([C:10]2[N:11]([C:15]3[CH:20]=[CH:19][N:18]=[C:17]([NH:21][CH2:22][C@@H:23]([OH:25])[CH3:24])[N:16]=3)[CH:12]=[CH:13][N:14]=2)=[O:9])=[CH:4][CH:3]=1.[Cl:26][C:27]1[CH:35]=[CH:34][C:30]([C:31](O)=[O:32])=[CH:29][CH:28]=1.CCN=C=NCCCN(C)C.C1C=CC2N(O)N=NC=2C=1, predict the reaction product. The product is: [Cl:26][C:27]1[CH:35]=[CH:34][C:30]([C:31]([NH:1][C:2]2[CH:7]=[CH:6][C:5]([C:8]([C:10]3[N:11]([C:15]4[CH:20]=[CH:19][N:18]=[C:17]([NH:21][CH2:22][C@@H:23]([OH:25])[CH3:24])[N:16]=4)[CH:12]=[CH:13][N:14]=3)=[O:9])=[CH:4][CH:3]=2)=[O:32])=[CH:29][CH:28]=1. (7) Given the reactants [CH3:1][N:2]([CH3:31])[C:3](=[O:30])[CH2:4][N:5]1[C:14]2[C:9](=[N:10][CH:11]=[C:12]([CH2:15][C:16]3[CH:21]=[CH:20][C:19]([F:22])=[CH:18][CH:17]=3)[CH:13]=2)[C:8]([OH:23])=[C:7]([C:24](OCC)=[O:25])[C:6]1=[O:29].[NH2:32][CH2:33][CH2:34][N:35]([CH3:40])[S:36]([CH3:39])(=[O:38])=[O:37], predict the reaction product. The product is: [CH3:1][N:2]([CH3:31])[C:3](=[O:30])[CH2:4][N:5]1[C:14]2[C:9](=[N:10][CH:11]=[C:12]([CH2:15][C:16]3[CH:17]=[CH:18][C:19]([F:22])=[CH:20][CH:21]=3)[CH:13]=2)[C:8]([OH:23])=[C:7]([C:24]([NH:32][CH2:33][CH2:34][N:35]([CH3:40])[S:36]([CH3:39])(=[O:38])=[O:37])=[O:25])[C:6]1=[O:29].